Dataset: Reaction yield outcomes from USPTO patents with 853,638 reactions. Task: Predict the reaction yield, written as a fraction of the theoretical maximum amount of product (1.0 means a 100% yield; for example, 0.34 means a 34% yield). (1) The reactants are [Li]C(CC)C.[Cl:6][C:7]1[CH:12]=[CH:11][N:10]=[C:9]2[N:13]([Si](C(C)C)(C(C)C)C(C)C)[CH:14]=[CH:15][C:8]=12.[I:26]I.[Cl-].[NH4+].S([O-])([O-])=O.[Na+].[Na+].CCCC[N+](CCCC)(CCCC)CCCC.[F-]. The catalyst is C1COCC1.C(OCC)(=O)C.O. The product is [Cl:6][C:7]1[C:12]([I:26])=[CH:11][N:10]=[C:9]2[NH:13][CH:14]=[CH:15][C:8]=12. The yield is 0.730. (2) The reactants are CN(C(ON1N=N[C:11]2[CH:12]=[CH:13]C=N[C:10]1=2)=[N+](C)C)C.F[P-](F)(F)(F)(F)F.[NH2:25][C@H:26]([C:39](=[O:63])[NH:40][C@@H:41]([CH2:52]C1C2C(=CC=CC=2)N(C)C=1)[C:42](=[O:51])[NH:43][CH2:44][CH2:45][CH2:46][CH2:47][C:48]([OH:50])=O)[CH2:27][CH2:28][CH2:29][CH2:30][NH:31][C:32](=[O:38])[O:33][C:34]([CH3:37])([CH3:36])[CH3:35].C[CH2:65][N:66]([CH2:69][CH3:70])[CH2:67][CH3:68]. The catalyst is CN(C=O)C. The product is [CH3:65][N:66]1[C:69]2[C:70](=[CH:10][CH:11]=[CH:12][CH:13]=2)[C:68]([CH2:52][C@H:41]2[C:42](=[O:51])[NH:43][CH2:44][CH2:45][CH2:46][CH2:47][C:48](=[O:50])[NH:25][C@@H:26]([CH2:27][CH2:28][CH2:29][CH2:30][NH:31][C:32](=[O:38])[O:33][C:34]([CH3:35])([CH3:36])[CH3:37])[C:39](=[O:63])[NH:40]2)=[CH:67]1. The yield is 0.520.